Dataset: Full USPTO retrosynthesis dataset with 1.9M reactions from patents (1976-2016). Task: Predict the reactants needed to synthesize the given product. (1) Given the product [C:37]([C:41]1[CH:74]=[CH:73][C:44]([C:45]([NH:47][C:48]2[CH:53]=[CH:52][C:51]([C:54]3[CH:62]=[C:61]4[C:57]([CH2:58][N:59]([C@@H:64]([CH:69]([CH3:70])[CH3:71])[C:65]([OH:67])=[O:66])[C:60]4=[O:63])=[CH:56][CH:55]=3)=[CH:50][C:49]=2[F:72])=[O:46])=[CH:43][CH:42]=1)([CH3:38])([CH3:40])[CH3:39], predict the reactants needed to synthesize it. The reactants are: C(C1C=CC(C(NC2C=CC(C3C=C4C(CN([C@@H](C(C)C)C(O)=O)C4=O)=CC=3)=NC=2)=O)=CC=1)(C)(C)C.[C:37]([C:41]1[CH:74]=[CH:73][C:44]([C:45]([NH:47][C:48]2[CH:53]=[CH:52][C:51]([C:54]3[CH:62]=[C:61]4[C:57]([CH2:58][N:59]([C@@H:64]([CH:69]([CH3:71])[CH3:70])[C:65]([O:67]C)=[O:66])[C:60]4=[O:63])=[CH:56][CH:55]=3)=[CH:50][C:49]=2[F:72])=[O:46])=[CH:43][CH:42]=1)([CH3:40])([CH3:39])[CH3:38]. (2) Given the product [OH:15][CH2:16][CH2:17][NH:18][C:19]([NH:21][C:22]1[CH:27]=[CH:26][C:25]([C:2]2[N:7]=[C:6]([N:8]3[CH2:13][CH2:12][O:11][CH2:10][C@@H:9]3[CH3:14])[CH:5]=[CH:4][N:3]=2)=[CH:24][CH:23]=1)=[O:20], predict the reactants needed to synthesize it. The reactants are: Cl[C:2]1[N:7]=[C:6]([N:8]2[CH2:13][CH2:12][O:11][CH2:10][C@@H:9]2[CH3:14])[CH:5]=[CH:4][N:3]=1.[OH:15][CH2:16][CH2:17][NH:18][C:19]([NH:21][C:22]1[CH:27]=[CH:26][C:25](B2OC(C)(C)C(C)(C)O2)=[CH:24][CH:23]=1)=[O:20]. (3) Given the product [CH2:1]([O:3][C:4](=[O:30])[CH2:5][CH:6]([OH:29])/[CH:7]=[CH:8]/[C:9]1[C:10]([CH:26]2[CH2:28][CH2:27]2)=[N:11][C:12]2[C:17]([C:18]=1[C:19]1[CH:24]=[CH:23][C:22]([F:25])=[CH:21][CH:20]=1)=[CH:16][CH:15]=[CH:14][CH:13]=2)[CH3:2], predict the reactants needed to synthesize it. The reactants are: [CH2:1]([O:3][C:4](=[O:30])[CH2:5][C:6](=[O:29])/[CH:7]=[CH:8]/[C:9]1[C:10]([CH:26]2[CH2:28][CH2:27]2)=[N:11][C:12]2[C:17]([C:18]=1[C:19]1[CH:24]=[CH:23][C:22]([F:25])=[CH:21][CH:20]=1)=[CH:16][CH:15]=[CH:14][CH:13]=2)[CH3:2]. (4) Given the product [C:46]([C:50]1[CH:51]=[C:52]([NH:53][C:12]([C:3]2[C:2](=[O:1])[C:11]3[C:6](=[CH:7][CH:8]=[CH:9][CH:10]=3)[NH:5][CH:4]=2)=[O:14])[CH:54]=[CH:55][CH:56]=1)([CH3:49])([CH3:47])[CH3:48], predict the reactants needed to synthesize it. The reactants are: [O:1]=[C:2]1[C:11]2[C:6](=[CH:7][CH:8]=[CH:9][CH:10]=2)[NH:5][CH:4]=[C:3]1[C:12]([OH:14])=O.CN(C(ON1N=NC2C=CC=CC1=2)=[N+](C)C)C.F[P-](F)(F)(F)(F)F.CCN(CC)CC.[C:46]([C:50]1[CH:51]=[C:52]([CH:54]=[CH:55][CH:56]=1)[NH2:53])([CH3:49])([CH3:48])[CH3:47]. (5) Given the product [Cl:13][CH:14]([Cl:33])[C:15]([NH:17][C@H:18]([CH2:31][F:32])[C@H:19]([OH:30])[C:20]1[CH:21]=[CH:22][C:23]([C:2]2[S:6][C:5]([CH2:7][NH:8][S:9]([CH3:12])(=[O:11])=[O:10])=[N:4][N:3]=2)=[CH:24][CH:25]=1)=[O:16], predict the reactants needed to synthesize it. The reactants are: Br[C:2]1[S:6][C:5]([CH2:7][NH:8][S:9]([CH3:12])(=[O:11])=[O:10])=[N:4][N:3]=1.[Cl:13][CH:14]([Cl:33])[C:15]([NH:17][C@H:18]([CH2:31][F:32])[C@H:19]([OH:30])[C:20]1[CH:25]=[CH:24][C:23]([Sn](C)(C)C)=[CH:22][CH:21]=1)=[O:16]. (6) Given the product [Br:1][CH2:2]/[CH:3]=[CH:4]/[C:5]([NH:7][C:8]1[CH:9]=[C:10]2[C:15](=[CH:16][C:17]=1[O:18][CH2:19][CH3:29])[N:14]=[CH:13][N:12]=[C:11]2[NH:20][C:21]1[CH:26]=[CH:25][C:24]([F:27])=[C:23]([Cl:28])[CH:22]=1)=[O:6], predict the reactants needed to synthesize it. The reactants are: [Br:1][CH2:2]/[CH:3]=[CH:4]/[C:5]([NH:7][C:8]1[CH:9]=[C:10]2[C:15](=[CH:16][C:17]=1[O:18][CH3:19])[N:14]=[CH:13][N:12]=[C:11]2[NH:20][C:21]1[CH:26]=[CH:25][C:24]([F:27])=[C:23]([Cl:28])[CH:22]=1)=[O:6].[CH2:29](O)C.